Dataset: Full USPTO retrosynthesis dataset with 1.9M reactions from patents (1976-2016). Task: Predict the reactants needed to synthesize the given product. (1) Given the product [CH2:2]([NH:13][CH2:12][CH2:10][OH:11])[CH2:3][C:4]1[CH:9]=[CH:8][CH:7]=[CH:6][CH:5]=1, predict the reactants needed to synthesize it. The reactants are: Br[CH2:2][CH2:3][C:4]1[CH:9]=[CH:8][CH:7]=[CH:6][CH:5]=1.[CH2:10]([CH2:12][NH2:13])[OH:11]. (2) Given the product [C:70]([O:69][C:67](=[O:68])[C@@H:61]([NH:60][C:9](=[O:8])[CH2:10][CH2:11][C@@H:10]([C:9]([O:8][C:46]([CH3:49])([CH3:48])[CH3:47])=[O:59])[NH:20][C:21](=[O:58])[CH2:22][CH2:23][C@@H:24]([C:51]([O:53][C:54]([CH3:57])([CH3:55])[CH3:56])=[O:52])[NH:25][C:26](=[O:50])[CH2:27][CH2:28][CH2:29][CH2:30][CH2:31][CH2:32][CH2:33][CH2:34][CH2:35][CH2:36][CH2:37][CH2:38][CH2:39][CH2:40][CH2:41][CH2:42][C:43]([O:45][C:46]([CH3:49])([CH3:48])[CH3:47])=[O:44])[CH2:62][CH2:63][C:64]([OH:65])=[O:66])([CH3:73])([CH3:72])[CH3:71], predict the reactants needed to synthesize it. The reactants are: O=C1CCC(=O)N1[O:8][C:9](=[O:59])[C@@H:10]([NH:20][C:21](=[O:58])[CH2:22][CH2:23][C@@H:24]([C:51]([O:53][C:54]([CH3:57])([CH3:56])[CH3:55])=[O:52])[NH:25][C:26](=[O:50])[CH2:27][CH2:28][CH2:29][CH2:30][CH2:31][CH2:32][CH2:33][CH2:34][CH2:35][CH2:36][CH2:37][CH2:38][CH2:39][CH2:40][CH2:41][CH2:42][C:43]([O:45][C:46]([CH3:49])([CH3:48])[CH3:47])=[O:44])[CH2:11]CC(OC(C)(C)C)=O.[NH2:60][C@H:61]([C:67]([O:69][C:70]([CH3:73])([CH3:72])[CH3:71])=[O:68])[CH2:62][CH2:63][C:64](=[O:66])[OH:65].Cl. (3) Given the product [Cl:38][C:36]1[S:37][C:33]([CH2:32][N:6]2[C:2]([CH3:1])=[N:3][C:4]([C:7]3[O:11][N:10]=[C:9]([C:12]4[CH:13]=[CH:14][C:15]([O:18][C:19]([F:22])([F:20])[F:21])=[CH:16][CH:17]=4)[N:8]=3)=[N:5]2)=[CH:34][N:35]=1, predict the reactants needed to synthesize it. The reactants are: [CH3:1][C:2]1[NH:6][N:5]=[C:4]([C:7]2[O:11][N:10]=[C:9]([C:12]3[CH:17]=[CH:16][C:15]([O:18][C:19]([F:22])([F:21])[F:20])=[CH:14][CH:13]=3)[N:8]=2)[N:3]=1.C([O-])([O-])=O.[K+].[K+].[Na+].[I-].Cl[CH2:32][C:33]1[S:37][C:36]([Cl:38])=[N:35][CH:34]=1.